From a dataset of HIV replication inhibition screening data with 41,000+ compounds from the AIDS Antiviral Screen. Binary Classification. Given a drug SMILES string, predict its activity (active/inactive) in a high-throughput screening assay against a specified biological target. The drug is N=c1ccn(CCNCCn2cnc3nc(N)nc(O)c32)c(=O)[nH]1. The result is 0 (inactive).